From a dataset of Catalyst prediction with 721,799 reactions and 888 catalyst types from USPTO. Predict which catalyst facilitates the given reaction. (1) Reactant: [Cl:1][C:2]1[CH:3]=[C:4]([C:9](=[O:11])[CH3:10])[CH:5]=[CH:6][C:7]=1[OH:8].[C:12]([O-])([O-])=O.[K+].[K+].[OH-].[Na+].O. Product: [Cl:1][C:2]1[CH:3]=[C:4]([C:9](=[O:11])[CH3:10])[CH:5]=[CH:6][C:7]=1[O:8][CH3:12]. The catalyst class is: 3. (2) Reactant: [F:1][C:2]1[CH:3]=[C:4]([CH:42]=[C:43]([F:45])[CH:44]=1)[CH2:5][N:6]1[CH:10]=[C:9]([C:11]2[C:19]3[C:14](=[N:15][CH:16]=[C:17]([C:20]4[CH:21]=[N:22][C:23]([N:26]5[CH2:31][CH2:30][NH:29][CH2:28][CH2:27]5)=[CH:24][CH:25]=4)[CH:18]=3)[N:13]([S:32]([C:35]3[CH:41]=[CH:40][C:38]([CH3:39])=[CH:37][CH:36]=3)(=[O:34])=[O:33])[CH:12]=2)[CH:8]=[N:7]1.FC1C=C(C=C(F)C=1)CN1C=C(C2C3C(=NC=C(C4C=NC(N5CCN(C)CC5)=CC=4)C=3)NC=2)C=N1.[CH3:82][C@H:83]1[CH2:85][O:84]1.CCN(C(C)C)C(C)C. Product: [F:1][C:2]1[CH:3]=[C:4]([CH:42]=[C:43]([F:45])[CH:44]=1)[CH2:5][N:6]1[CH:10]=[C:9]([C:11]2[C:19]3[C:14](=[N:15][CH:16]=[C:17]([C:20]4[CH:25]=[CH:24][C:23]([N:26]5[CH2:27][CH2:28][N:29]([CH2:82][C@@H:83]([OH:84])[CH3:85])[CH2:30][CH2:31]5)=[N:22][CH:21]=4)[CH:18]=3)[N:13]([S:32]([C:35]3[CH:36]=[CH:37][C:38]([CH3:39])=[CH:40][CH:41]=3)(=[O:33])=[O:34])[CH:12]=2)[CH:8]=[N:7]1. The catalyst class is: 8.